Dataset: Forward reaction prediction with 1.9M reactions from USPTO patents (1976-2016). Task: Predict the product of the given reaction. (1) Given the reactants [F:1][C:2]1[CH:26]=[CH:25][C:5]([C:6]([NH:8][C@H:9]([C:16]([N:18]2[CH2:23][CH2:22][N:21]([CH3:24])[CH2:20][CH2:19]2)=[O:17])[CH2:10][CH2:11][CH2:12][C:13]([OH:15])=O)=[O:7])=[CH:4][CH:3]=1.CN(C(ON1N=NC2C=CC=NC1=2)=[N+](C)C)C.F[P-](F)(F)(F)(F)F.CCN(C(C)C)C(C)C.[CH3:60][O:61][C:62]1[CH:67]=[CH:66][C:65]([C@@H:68]2[CH2:70][C@H:69]2[NH2:71])=[CH:64][CH:63]=1, predict the reaction product. The product is: [F:1][C:2]1[CH:3]=[CH:4][C:5]([C:6]([NH:8][C@@H:9]([CH2:10][CH2:11][CH2:12][C:13]([NH:71][C@@H:69]2[CH2:70][C@H:68]2[C:65]2[CH:66]=[CH:67][C:62]([O:61][CH3:60])=[CH:63][CH:64]=2)=[O:15])[C:16]([N:18]2[CH2:23][CH2:22][N:21]([CH3:24])[CH2:20][CH2:19]2)=[O:17])=[O:7])=[CH:25][CH:26]=1. (2) Given the reactants [C:1]1([C@H:11]([NH:13][CH2:14][CH2:15][CH2:16][C:17]2[CH:22]=[CH:21][C:20]([C:23]3([C:29]([OH:31])=O)[CH2:28][CH2:27][O:26][CH2:25][CH2:24]3)=[CH:19][CH:18]=2)[CH3:12])[C:10]2[C:5](=[CH:6][CH:7]=[CH:8][CH:9]=2)[CH:4]=[CH:3][CH:2]=1.Cl.[CH3:33][O:34][C:35]([CH:37]1[CH2:40][NH:39][CH2:38]1)=[O:36], predict the reaction product. The product is: [CH3:33][O:34][C:35]([CH:37]1[CH2:40][N:39]([C:29]([C:23]2([C:20]3[CH:19]=[CH:18][C:17]([CH2:16][CH2:15][CH2:14][NH:13][C@@H:11]([C:1]4[C:10]5[C:5](=[CH:6][CH:7]=[CH:8][CH:9]=5)[CH:4]=[CH:3][CH:2]=4)[CH3:12])=[CH:22][CH:21]=3)[CH2:24][CH2:25][O:26][CH2:27][CH2:28]2)=[O:31])[CH2:38]1)=[O:36]. (3) Given the reactants [F:1][C:2]([F:23])([F:22])[C:3]1[CH:4]=[C:5]([NH:9][C:10]2[NH:11][C:12]([C:15]3[CH:20]=[CH:19][C:18]([OH:21])=[CH:17][CH:16]=3)=[N:13][N:14]=2)[CH:6]=[CH:7][CH:8]=1.C([O-])([O-])=O.[Cs+].[Cs+].[NH2:30][C:31]1[N:36]=[C:35](Cl)[CH:34]=[C:33]([O:38][CH3:39])[N:32]=1.CO, predict the reaction product. The product is: [CH3:39][O:38][C:33]1[CH:34]=[C:35]([O:21][C:18]2[CH:19]=[CH:20][C:15]([C:12]3[NH:11][C:10]([NH:9][C:5]4[CH:6]=[CH:7][CH:8]=[C:3]([C:2]([F:22])([F:1])[F:23])[CH:4]=4)=[N:14][N:13]=3)=[CH:16][CH:17]=2)[N:36]=[C:31]([NH2:30])[N:32]=1. (4) Given the reactants [C-:1]#[N:2].[K+].[CH3:4][Si:5]([CH3:15])([CH3:14])[C:6]1[CH:7]=[C:8]([CH:11]=[CH:12][CH:13]=1)[CH2:9]Br, predict the reaction product. The product is: [CH3:4][Si:5]([CH3:15])([CH3:14])[C:6]1[CH:7]=[C:8]([CH:11]=[CH:12][CH:13]=1)[CH2:9][C:1]#[N:2]. (5) Given the reactants [CH3:1][C@H:2]([NH:7][C:8]([C:10]1[C:18]2[C:13](=[N:14][CH:15]=[C:16]([C:19]3[N:20]=[CH:21][N:22]([C:24]4[CH:29]=[CH:28][CH:27]=[C:26]([Cl:30])[CH:25]=4)[CH:23]=3)[N:17]=2)[N:12](COCC[Si](C)(C)C)[CH:11]=1)=[O:9])[C:3]([CH3:6])([CH3:5])[CH3:4].FC(F)(F)C(O)=O.C([O-])(=O)C.[Na+].O, predict the reaction product. The product is: [CH3:1][C@H:2]([NH:7][C:8]([C:10]1[C:18]2[C:13](=[N:14][CH:15]=[C:16]([C:19]3[N:20]=[CH:21][N:22]([C:24]4[CH:29]=[CH:28][CH:27]=[C:26]([Cl:30])[CH:25]=4)[CH:23]=3)[N:17]=2)[NH:12][CH:11]=1)=[O:9])[C:3]([CH3:6])([CH3:5])[CH3:4]. (6) Given the reactants [CH3:1][CH:2]([CH3:20])[CH2:3][CH2:4][NH:5][C:6]([C:8]1[N:9]=[N:10][C:11]([N:14]2[CH2:19][CH2:18][NH:17][CH2:16][CH2:15]2)=[CH:12][CH:13]=1)=[O:7].[F:21][C:22]([F:32])([F:31])[C:23]1[CH:30]=[CH:29][CH:28]=[CH:27][C:24]=1[CH2:25]Cl.N12CCCN=C1CCCCC2, predict the reaction product. The product is: [CH3:1][CH:2]([CH3:20])[CH2:3][CH2:4][NH:5][C:6]([C:8]1[N:9]=[N:10][C:11]([N:14]2[CH2:19][CH2:18][N:17]([CH2:25][C:24]3[CH:27]=[CH:28][CH:29]=[CH:30][C:23]=3[C:22]([F:21])([F:31])[F:32])[CH2:16][CH2:15]2)=[CH:12][CH:13]=1)=[O:7]. (7) Given the reactants [Cl:1][C:2]1[CH:17]=[CH:16][C:5]([O:6][C@@H:7]([CH3:15])[CH2:8][CH2:9][O:10]S(C)(=O)=O)=[C:4]([O:18][C:19]2[CH:24]=[CH:23][CH:22]=[CH:21][CH:20]=2)[CH:3]=1.[CH2:25]([O:27][C:28](=[O:39])[CH2:29][CH2:30][C:31]1[C:36]([CH3:37])=[CH:35][C:34](O)=[CH:33][N:32]=1)[CH3:26], predict the reaction product. The product is: [CH2:25]([O:27][C:28](=[O:39])[CH2:29][CH2:30][C:31]1[C:36]([CH3:37])=[CH:35][C:34]([O:10][CH2:9][CH2:8][C@@H:7]([O:6][C:5]2[CH:16]=[CH:17][C:2]([Cl:1])=[CH:3][C:4]=2[O:18][C:19]2[CH:24]=[CH:23][CH:22]=[CH:21][CH:20]=2)[CH3:15])=[CH:33][N:32]=1)[CH3:26]. (8) Given the reactants [CH2:1]([O:3][C:4](=[O:12])[C:5]1[CH:10]=[CH:9][C:8]([NH2:11])=[CH:7][CH:6]=1)[CH3:2].[Br:13][C:14]1[CH:15]=[C:16]([CH:20]=O)[CH:17]=[N:18][CH:19]=1.O.[O-]S(C(F)(F)F)(=O)=O.[Yb+3].[O-]S(C(F)(F)F)(=O)=O.[O-]S(C(F)(F)F)(=O)=O.[CH2:48]=[C:49]([CH3:51])[CH3:50], predict the reaction product. The product is: [CH2:1]([O:3][C:4]([C:5]1[CH:10]=[C:9]2[C:8](=[CH:7][CH:6]=1)[NH:11][CH:20]([C:16]1[CH:17]=[N:18][CH:19]=[C:14]([Br:13])[CH:15]=1)[CH2:48][C:49]2([CH3:51])[CH3:50])=[O:12])[CH3:2]. (9) The product is: [Cl:24][C:25]1[CH:26]=[C:27]2[C:31](=[CH:32][CH:33]=1)[NH:30][CH:29]=[C:28]2[CH2:34][CH2:35][NH:36][C:12]([C:9]1[N:8]=[C:7]([CH2:6][C:5]2[CH:17]=[CH:18][C:2]([F:1])=[CH:3][C:4]=2[C:19]([F:20])([F:21])[F:22])[O:11][N:10]=1)=[O:14]. Given the reactants [F:1][C:2]1[CH:18]=[CH:17][C:5]([CH2:6][C:7]2[O:11][N:10]=[C:9]([C:12]([O:14]CC)=O)[N:8]=2)=[C:4]([C:19]([F:22])([F:21])[F:20])[CH:3]=1.Cl.[Cl:24][C:25]1[CH:26]=[C:27]2[C:31](=[CH:32][CH:33]=1)[NH:30][CH:29]=[C:28]2[CH2:34][CH2:35][NH2:36].CN(C(ON1N=NC2C=CC=NC1=2)=[N+](C)C)C.F[P-](F)(F)(F)(F)F.C(N(CC)C(C)C)(C)C, predict the reaction product.